From a dataset of TCR-epitope binding with 47,182 pairs between 192 epitopes and 23,139 TCRs. Binary Classification. Given a T-cell receptor sequence (or CDR3 region) and an epitope sequence, predict whether binding occurs between them. (1) The epitope is IVDTVSALV. The TCR CDR3 sequence is CASSLPAGRVSAGELFF. Result: 0 (the TCR does not bind to the epitope). (2) Result: 1 (the TCR binds to the epitope). The TCR CDR3 sequence is CASSQGLGQGSYEQYF. The epitope is FLKEKGGL. (3) The epitope is LLWNGPMAV. The TCR CDR3 sequence is CASSQGGYGYTF. Result: 1 (the TCR binds to the epitope). (4) The epitope is RAKFKQLL. The TCR CDR3 sequence is CASSPRDRERGEQYF. Result: 1 (the TCR binds to the epitope). (5) The epitope is RLYYDSMSY. The TCR CDR3 sequence is CASSLEGLGQNEQFF. Result: 1 (the TCR binds to the epitope).